This data is from Forward reaction prediction with 1.9M reactions from USPTO patents (1976-2016). The task is: Predict the product of the given reaction. (1) Given the reactants Cl.C(OCC)(=O)C.[CH2:8]([O:15][C@H:16]1[C@@H:21]([NH:22][C:23]([C:25]2[NH:26][CH:27]=[CH:28][N:29]=2)=[O:24])[CH2:20][CH2:19][N:18](C(OC(C)(C)C)=O)[CH2:17]1)[C:9]1[CH:14]=[CH:13][CH:12]=[CH:11][CH:10]=1.C(N(C(C)C)CC)(C)C.Br[C:47]1[S:48][C:49]([C:52]([O:54][CH2:55][CH3:56])=[O:53])=[CH:50][N:51]=1.Cl, predict the reaction product. The product is: [CH2:8]([O:15][C@H:16]1[C@@H:21]([NH:22][C:23]([C:25]2[NH:26][CH:27]=[CH:28][N:29]=2)=[O:24])[CH2:20][CH2:19][N:18]([C:47]2[S:48][C:49]([C:52]([O:54][CH2:55][CH3:56])=[O:53])=[CH:50][N:51]=2)[CH2:17]1)[C:9]1[CH:10]=[CH:11][CH:12]=[CH:13][CH:14]=1. (2) Given the reactants [Cl:1][C:2]1[CH:3]=[CH:4][C:5]([NH:8][C:9](=[O:31])[C:10]2[CH:15]=[CH:14][CH:13]=[CH:12][C:11]=2[O:16][CH2:17][CH:18]2[CH2:23][CH2:22][N:21](C(OC(C)(C)C)=O)[CH2:20][CH2:19]2)=[N:6][CH:7]=1.FC(F)(F)C([O-])=O, predict the reaction product. The product is: [Cl:1][C:2]1[CH:3]=[CH:4][C:5]([NH:8][C:9](=[O:31])[C:10]2[CH:15]=[CH:14][CH:13]=[CH:12][C:11]=2[O:16][CH2:17][CH:18]2[CH2:19][CH2:20][NH:21][CH2:22][CH2:23]2)=[N:6][CH:7]=1. (3) Given the reactants [Cl:1][C:2]1[CH:3]=[C:4]([S:17]([NH:20][C:21](=[O:79])[C:22]2[CH:27]=[CH:26][C:25]([N:28]3[CH2:33][CH2:32][N:31]([CH2:34][C:35]4[CH2:40][C:39]([F:42])([F:41])[CH2:38][CH2:37][C:36]=4[C:43]4[CH:48]=[CH:47][C:46]([Cl:49])=[CH:45][CH:44]=4)[CH2:30][CH2:29]3)=[CH:24][C:23]=2[O:50][C:51]2[CH:59]=[CH:58][CH:57]=[C:56]3[C:52]=2[CH:53]=[N:54][N:55]3C(C2C=CC=CC=2)(C2C=CC=CC=2)C2C=CC=CC=2)(=[O:19])=[O:18])[CH:5]=[N:6][C:7]=1[O:8][CH2:9][C:10]1([F:16])[CH2:15][CH2:14][O:13][CH2:12][CH2:11]1.FC(F)(F)C(O)=O, predict the reaction product. The product is: [NH:55]1[C:56]2[C:52](=[C:51]([O:50][C:23]3[CH:24]=[C:25]([N:28]4[CH2:33][CH2:32][N:31]([CH2:34][C:35]5[CH2:40][C:39]([F:41])([F:42])[CH2:38][CH2:37][C:36]=5[C:43]5[CH:44]=[CH:45][C:46]([Cl:49])=[CH:47][CH:48]=5)[CH2:30][CH2:29]4)[CH:26]=[CH:27][C:22]=3[C:21]([NH:20][S:17]([C:4]3[CH:5]=[N:6][C:7]([O:8][CH2:9][C:10]4([F:16])[CH2:11][CH2:12][O:13][CH2:14][CH2:15]4)=[C:2]([Cl:1])[CH:3]=3)(=[O:19])=[O:18])=[O:79])[CH:59]=[CH:58][CH:57]=2)[CH:53]=[N:54]1. (4) Given the reactants C1(P(C2C=CC=CC=2)C2C=CC=CC=2)C=CC=CC=1.[N:20]([C@H:23]([C:27]1[CH:32]=[C:31]([F:33])[C:30]([F:34])=[C:29]([F:35])[CH:28]=1)[C@@H:24]([OH:26])[CH3:25])=[N+]=[N-].O.[C:37](O[C:37]([O:39][C:40]([CH3:43])([CH3:42])[CH3:41])=[O:38])([O:39][C:40]([CH3:43])([CH3:42])[CH3:41])=[O:38], predict the reaction product. The product is: [OH:26][C@@H:24]([CH3:25])[C@H:23]([NH:20][C:37](=[O:38])[O:39][C:40]([CH3:43])([CH3:42])[CH3:41])[C:27]1[CH:32]=[C:31]([F:33])[C:30]([F:34])=[C:29]([F:35])[CH:28]=1. (5) The product is: [F:16][C:17]1[CH:22]=[C:21]([C:2]2[CH:15]=[CH:14][CH:13]=[CH:12][C:3]=2[O:4][C:5]2[CH:10]=[CH:9][N:8]=[C:7]([CH3:11])[N:6]=2)[CH:20]=[CH:19][C:18]=1[C:32]1[CH:37]=[N:36][C:35]([NH2:38])=[N:34][CH:33]=1. Given the reactants Br[C:2]1[CH:15]=[CH:14][CH:13]=[CH:12][C:3]=1[O:4][C:5]1[CH:10]=[CH:9][N:8]=[C:7]([CH3:11])[N:6]=1.[F:16][C:17]1[CH:22]=[C:21](B2OC(C)(C)C(C)(C)O2)[CH:20]=[CH:19][C:18]=1[C:32]1[CH:33]=[N:34][C:35]([NH2:38])=[N:36][CH:37]=1, predict the reaction product. (6) Given the reactants [NH:1]1[CH:5]=[CH:4][N:3]=[CH:2]1.N1C=CC=CC=1.[CH2:12]1[O:20][CH:13]1[C:14]1[CH:19]=[CH:18][CH:17]=[CH:16][CH:15]=1, predict the reaction product. The product is: [NH:1]1[CH:5]=[CH:4][N:3]=[C:2]1[CH2:12][CH:13]([C:14]1[CH:19]=[CH:18][CH:17]=[CH:16][CH:15]=1)[OH:20]. (7) Given the reactants C([N:4]1[C:12]2[C:7](=[CH:8][CH:9]=[C:10]([NH:13][C:14](=[O:33])[C:15]3[CH:20]=[CH:19][CH:18]=[CH:17][C:16]=3[NH:21][CH2:22][C:23]3[C:32]4[C:27](=[CH:28][CH:29]=[CH:30][CH:31]=4)[N:26]=[CH:25][CH:24]=3)[CH:11]=2)[C:6]([CH3:35])([CH3:34])[CH2:5]1)(=O)C.Cl, predict the reaction product. The product is: [CH3:34][C:6]1([CH3:35])[C:7]2[C:12](=[CH:11][C:10]([NH:13][C:14](=[O:33])[C:15]3[CH:20]=[CH:19][CH:18]=[CH:17][C:16]=3[NH:21][CH2:22][C:23]3[C:32]4[C:27](=[CH:28][CH:29]=[CH:30][CH:31]=4)[N:26]=[CH:25][CH:24]=3)=[CH:9][CH:8]=2)[NH:4][CH2:5]1. (8) Given the reactants [F:1][C:2]1[CH:7]=[CH:6][C:5]([N:8]2[CH:11]([C:12]3[CH:17]=[CH:16][C:15]([O:18][CH2:19][CH2:20][CH2:21][CH2:22]I)=[CH:14][CH:13]=3)[CH:10]([CH2:24][CH2:25][CH:26]([C:28]3[CH:33]=[CH:32][C:31]([F:34])=[CH:30][CH:29]=3)[OH:27])[C:9]2=[O:35])=[CH:4][CH:3]=1.[CH3:36][NH:37][CH2:38][CH2:39][S:40]([OH:43])(=[O:42])=[O:41].C(=O)([O-])[O-].[K+].[K+], predict the reaction product. The product is: [F:1][C:2]1[CH:7]=[CH:6][C:5]([N:8]2[C:9](=[O:35])[CH:10]([CH2:24][CH2:25][CH:26]([C:28]3[CH:33]=[CH:32][C:31]([F:34])=[CH:30][CH:29]=3)[OH:27])[CH:11]2[C:12]2[CH:17]=[CH:16][C:15]([O:18][CH2:19][CH2:20][CH2:21][CH2:22][N:37]([CH3:36])[CH2:38][CH2:39][S:40]([OH:43])(=[O:42])=[O:41])=[CH:14][CH:13]=2)=[CH:4][CH:3]=1. (9) Given the reactants [OH:1][CH:2]1[CH2:7][CH2:6][N:5]([C:8]2[N:13]=[C:12]([CH3:14])[N:11]([CH2:15][C:16]3[S:17][C:18]([C:21]([F:24])([F:23])[F:22])=[CH:19][CH:20]=3)[C:10](=[O:25])[N:9]=2)[CH2:4][CH2:3]1.C(N(CC)CC)C.[CH3:33][S:34](Cl)(=[O:36])=[O:35], predict the reaction product. The product is: [CH3:33][S:34]([O:1][CH:2]1[CH2:3][CH2:4][N:5]([C:8]2[N:13]=[C:12]([CH3:14])[N:11]([CH2:15][C:16]3[S:17][C:18]([C:21]([F:23])([F:22])[F:24])=[CH:19][CH:20]=3)[C:10](=[O:25])[N:9]=2)[CH2:6][CH2:7]1)(=[O:36])=[O:35]. (10) Given the reactants Cl.[C:2]([C:4]1[CH:5]=[C:6]([NH:10][NH2:11])[CH:7]=[CH:8][CH:9]=1)#[N:3].ClC1C=C(N2[C:24]([C:25]3[CH:30]=[C:29](F)[CH:28]=[C:27]([Cl:32])[CH:26]=3)=[CH:23][C:22]([C:33]([O:35][CH2:36][CH3:37])=[O:34])=N2)C=CC=1F, predict the reaction product. The product is: [Cl:32][C:27]1[CH:26]=[C:25]([C:24]2[N:10]([C:6]3[CH:7]=[CH:8][CH:9]=[C:4]([C:2]#[N:3])[CH:5]=3)[N:11]=[C:22]([C:33]([O:35][CH2:36][CH3:37])=[O:34])[CH:23]=2)[CH:30]=[CH:29][CH:28]=1.